Task: Predict the reactants needed to synthesize the given product.. Dataset: Full USPTO retrosynthesis dataset with 1.9M reactions from patents (1976-2016) Given the product [CH:6]1([N:11]2[CH2:17][CH2:16][C:15]3[CH:18]=[C:19]([O:22][CH2:23][C:24]4[CH:25]=[C:26]([C:27]([N:1]5[CH2:5][CH2:4][CH2:3][CH2:2]5)=[O:28])[CH:30]=[CH:31][CH:32]=4)[CH:20]=[CH:21][C:14]=3[CH2:13][CH2:12]2)[CH2:7][CH2:8][CH2:9][CH2:10]1, predict the reactants needed to synthesize it. The reactants are: [NH:1]1[CH2:5][CH2:4][CH2:3][CH2:2]1.[CH:6]1([N:11]2[CH2:17][CH2:16][C:15]3[CH:18]=[C:19]([O:22][CH2:23][C:24]4[CH:25]=[C:26]([CH:30]=[CH:31][CH:32]=4)[C:27](O)=[O:28])[CH:20]=[CH:21][C:14]=3[CH2:13][CH2:12]2)[CH2:10][CH2:9][CH2:8][CH2:7]1.